This data is from Reaction yield outcomes from USPTO patents with 853,638 reactions. The task is: Predict the reaction yield, written as a fraction of the theoretical maximum amount of product (1.0 means a 100% yield; for example, 0.34 means a 34% yield). (1) The reactants are [NH2:1][C:2]1[CH:20]=[CH:19][C:5]([O:6][C:7]2[C:16]3[N:15]=[C:14]([CH3:17])[C:13](=[O:18])[NH:12][C:11]=3[N:10]=[CH:9][CH:8]=2)=[CH:4][C:3]=1[S:21][CH3:22].[C:23]([C:27]1[CH:31]=[C:30]([N:32]=[C:33]=[O:34])[N:29]([C:35]2[CH:36]=[CH:37][C:38]([O:41][CH3:42])=[N:39][CH:40]=2)[N:28]=1)([CH3:26])([CH3:25])[CH3:24]. No catalyst specified. The product is [C:23]([C:27]1[CH:31]=[C:30]([NH:32][C:33]([NH:1][C:2]2[CH:20]=[CH:19][C:5]([O:6][C:7]3[C:16]4[N:15]=[C:14]([CH3:17])[C:13](=[O:18])[NH:12][C:11]=4[N:10]=[CH:9][CH:8]=3)=[CH:4][C:3]=2[S:21][CH3:22])=[O:34])[N:29]([C:35]2[CH:40]=[N:39][C:38]([O:41][CH3:42])=[CH:37][CH:36]=2)[N:28]=1)([CH3:26])([CH3:24])[CH3:25]. The yield is 0.350. (2) The reactants are [Cl:1][C:2]1[NH:3][CH:4]=[C:5]([I:7])[N:6]=1.S(=O)(=O)(O)O.[N+:13]([O-])([OH:15])=[O:14]. No catalyst specified. The product is [Cl:1][C:2]1[NH:6][C:5]([I:7])=[C:4]([N+:13]([O-:15])=[O:14])[N:3]=1. The yield is 0.670. (3) The reactants are Br[C:2]1[N:3]=[C:4]([NH:10][C:11]2[CH:12]=[N:13][N:14]([CH2:16][CH2:17][OH:18])[CH:15]=2)[C:5](=[O:9])[N:6]([CH3:8])[CH:7]=1.[C:19]([O:22][CH2:23][C:24]1[C:29](B2OC(C)(C)C(C)(C)O2)=[CH:28][CH:27]=[CH:26][C:25]=1[N:39]1[CH2:51][CH2:50][N:42]2[C:43]3[CH2:44][CH2:45][CH2:46][CH2:47][C:48]=3[CH:49]=[C:41]2[C:40]1=[O:52])(=[O:21])[CH3:20].CC(O[Na])=O.[O-]P([O-])([O-])=O.[K+].[K+].[K+]. The catalyst is CC#N.C1C=CC(P(C2C=CC=CC=2)[C-]2C=CC=C2)=CC=1.C1C=CC(P(C2C=CC=CC=2)[C-]2C=CC=C2)=CC=1.Cl[Pd]Cl.[Fe+2].O. The product is [C:19]([O:22][CH2:23][C:24]1[C:25]([N:39]2[CH2:51][CH2:50][N:42]3[C:43]4[CH2:44][CH2:45][CH2:46][CH2:47][C:48]=4[CH:49]=[C:41]3[C:40]2=[O:52])=[CH:26][CH:27]=[CH:28][C:29]=1[C:2]1[N:3]=[C:4]([NH:10][C:11]2[CH:12]=[N:13][N:14]([CH2:16][CH2:17][OH:18])[CH:15]=2)[C:5](=[O:9])[N:6]([CH3:8])[CH:7]=1)(=[O:21])[CH3:20]. The yield is 0.440. (4) The reactants are Br[C:2]1[N:7]=[C:6]2[S:8][C:9]([NH:11][C:12]3[O:13][C@:14]4([CH2:22][N:23]=3)[CH:19]3[CH2:20][CH2:21][N:16]([CH2:17][CH2:18]3)[CH2:15]4)=[N:10][C:5]2=[N:4][CH:3]=1.Cl. The catalyst is CO. The product is [S:8]1[C:6]2=[N:7][CH:2]=[CH:3][N:4]=[C:5]2[N:10]=[C:9]1[NH:11][C:12]1[O:13][C@:14]2([CH2:22][N:23]=1)[CH:19]1[CH2:20][CH2:21][N:16]([CH2:17][CH2:18]1)[CH2:15]2. The yield is 0.675. (5) The reactants are [NH2:1][C:2]1[CH:3]=[N:4][CH:5]=[CH:6][C:7]=1[CH3:8].[Li][CH:10](CC)[CH3:11].C(OCC)(=O)C.[NH4+].[Cl-]. The catalyst is C1COCC1.CO. The product is [CH3:10][C:11]1[NH:1][C:2]2=[CH:3][N:4]=[CH:5][CH:6]=[C:7]2[CH:8]=1. The yield is 0.735.